From a dataset of Buchwald-Hartwig C-N cross coupling reaction yields with 55,370 reactions. Predict the reaction yield, written as a fraction of the theoretical maximum amount of product (1.0 means a 100% yield; for example, 0.34 means a 34% yield). (1) The reactants are Ic1cccnc1.Cc1ccc(N)cc1.O=S(=O)(O[Pd]1c2ccccc2-c2ccccc2N~1)C(F)(F)F.COc1ccc(OC)c(P([C@]23C[C@H]4C[C@H](C[C@H](C4)C2)C3)[C@]23C[C@H]4C[C@H](C[C@H](C4)C2)C3)c1-c1c(C(C)C)cc(C(C)C)cc1C(C)C.CCN=P(N=P(N(C)C)(N(C)C)N(C)C)(N(C)C)N(C)C.c1ccc(CN(Cc2ccccc2)c2ccno2)cc1. No catalyst specified. The product is Cc1ccc(Nc2cccnc2)cc1. The yield is 0.564. (2) The reactants are COc1ccc(Br)cc1.Cc1ccc(N)cc1.O=S(=O)(O[Pd]1c2ccccc2-c2ccccc2N~1)C(F)(F)F.CC(C)c1cc(C(C)C)c(-c2ccccc2P(C(C)(C)C)C(C)(C)C)c(C(C)C)c1.CN(C)C(=NC(C)(C)C)N(C)C.CCOC(=O)c1cc(OC)no1. No catalyst specified. The product is COc1ccc(Nc2ccc(C)cc2)cc1. The yield is 0.371. (3) The reactants are Clc1cccnc1.Cc1ccc(N)cc1.O=S(=O)(O[Pd]1c2ccccc2-c2ccccc2N~1)C(F)(F)F.COc1ccc(OC)c(P(C(C)(C)C)C(C)(C)C)c1-c1c(C(C)C)cc(C(C)C)cc1C(C)C.CN1CCCN2CCCN=C12.Cc1cc(-n2cccc2)no1. No catalyst specified. The product is Cc1ccc(Nc2cccnc2)cc1. The yield is 0.217. (4) The reactants are Clc1cccnc1.Cc1ccc(N)cc1.O=S(=O)(O[Pd]1c2ccccc2-c2ccccc2N~1)C(F)(F)F.CC(C)c1cc(C(C)C)c(-c2ccccc2P(C(C)(C)C)C(C)(C)C)c(C(C)C)c1.CCN=P(N=P(N(C)C)(N(C)C)N(C)C)(N(C)C)N(C)C.c1ccc(-c2cnoc2)cc1. No catalyst specified. The product is Cc1ccc(Nc2cccnc2)cc1. The yield is 0.688. (5) The reactants are Ic1ccccn1.Cc1ccc(N)cc1.O=S(=O)(O[Pd]1c2ccccc2-c2ccccc2N~1)C(F)(F)F.CC(C)c1cc(C(C)C)c(-c2ccccc2P(C(C)(C)C)C(C)(C)C)c(C(C)C)c1.CN1CCCN2CCCN=C12.CCOC(=O)c1cc(OC)no1. No catalyst specified. The product is Cc1ccc(Nc2ccccn2)cc1. The yield is 0.847. (6) The reactants are Ic1ccccn1.Cc1ccc(N)cc1.O=S(=O)(O[Pd]1c2ccccc2-c2ccccc2N~1)C(F)(F)F.COc1ccc(OC)c(P([C@]23C[C@H]4C[C@H](C[C@H](C4)C2)C3)[C@]23C[C@H]4C[C@H](C[C@H](C4)C2)C3)c1-c1c(C(C)C)cc(C(C)C)cc1C(C)C.CN1CCCN2CCCN=C12.CCOC(=O)c1cc(OC)no1. No catalyst specified. The product is Cc1ccc(Nc2ccccn2)cc1. The yield is 0.921. (7) The yield is 0.834. No catalyst specified. The product is Cc1ccc(Nc2ccccn2)cc1. The reactants are Brc1ccccn1.Cc1ccc(N)cc1.O=S(=O)(O[Pd]1c2ccccc2-c2ccccc2N~1)C(F)(F)F.COc1ccc(OC)c(P([C@]23C[C@H]4C[C@H](C[C@H](C4)C2)C3)[C@]23C[C@H]4C[C@H](C[C@H](C4)C2)C3)c1-c1c(C(C)C)cc(C(C)C)cc1C(C)C.CCN=P(N=P(N(C)C)(N(C)C)N(C)C)(N(C)C)N(C)C.c1ccc(-c2ccon2)cc1.